The task is: Predict the product of the given reaction.. This data is from Forward reaction prediction with 1.9M reactions from USPTO patents (1976-2016). (1) Given the reactants [CH:1]([C:3]1[C:11]2[C:6](=[CH:7][CH:8]=[C:9]([C:12]([O:14][CH3:15])=[O:13])[CH:10]=2)[NH:5][CH:4]=1)=[O:2].[BH4-].[Na+], predict the reaction product. The product is: [OH:2][CH2:1][C:3]1[C:11]2[C:6](=[CH:7][CH:8]=[C:9]([C:12]([O:14][CH3:15])=[O:13])[CH:10]=2)[NH:5][CH:4]=1. (2) Given the reactants [CH3:1][PH:2](=[O:6])[O:3][CH2:4][CH3:5].[CH2:7]([O:9][C:10]1[CH:15]=[C:14]([N+:16]([O-:18])=[O:17])[CH:13]=[CH:12][C:11]=1I)[CH3:8].CCN(C(C)C)C(C)C.Cl, predict the reaction product. The product is: [CH2:7]([O:9][C:10]1[CH:15]=[C:14]([N+:16]([O-:18])=[O:17])[CH:13]=[CH:12][C:11]=1[P:2]([CH3:1])(=[O:6])[O:3][CH2:4][CH3:5])[CH3:8]. (3) Given the reactants F[C:2]1[CH:9]=[C:8]([N:10]2[C:22]3[CH:21]=[CH:20][CH:19]=[C:18]([C:23]4[CH:24]=[N:25][C:26]5[C:31]([CH:32]=4)=[CH:30][CH:29]=[CH:28][CH:27]=5)[C:17]=3[C:16]3[C:11]2=[CH:12][CH:13]=[CH:14][CH:15]=3)[CH:7]=[CH:6][C:3]=1[C:4]#[N:5].C(=O)([O-])[O-:34].[K+].[K+].Cl.[O:40]1[CH:44]=[C:43]([CH2:45][NH2:46])[N:42]=[CH:41]1.[OH-].[Na+].OO, predict the reaction product. The product is: [O:40]1[CH:44]=[C:43]([CH2:45][NH:46][C:2]2[CH:9]=[C:8]([N:10]3[C:22]4[CH:21]=[CH:20][CH:19]=[C:18]([C:23]5[CH:24]=[N:25][C:26]6[C:31]([CH:32]=5)=[CH:30][CH:29]=[CH:28][CH:27]=6)[C:17]=4[C:16]4[C:11]3=[CH:12][CH:13]=[CH:14][CH:15]=4)[CH:7]=[CH:6][C:3]=2[C:4]([NH2:5])=[O:34])[N:42]=[CH:41]1. (4) Given the reactants N1CCC(C2C3C(=C(C(N)=O)C=C(C4SC=CC=4)C=3)NC=2)CC1.[NH2:24][C:25]([C:27]1[CH:28]=[C:29]([C:49]2[CH:54]=[CH:53][C:52]([F:55])=[CH:51][C:50]=2[CH3:56])[CH:30]=[C:31]2[C:35]=1[NH:34][CH:33]=[C:32]2[CH:36]1[CH2:41][CH2:40][N:39](C(OC(C)(C)C)=O)[CH2:38][CH2:37]1)=[O:26].Cl, predict the reaction product. The product is: [F:55][C:52]1[CH:53]=[CH:54][C:49]([C:29]2[CH:30]=[C:31]3[C:35](=[C:27]([C:25]([NH2:24])=[O:26])[CH:28]=2)[NH:34][CH:33]=[C:32]3[CH:36]2[CH2:41][CH2:40][NH:39][CH2:38][CH2:37]2)=[C:50]([CH3:56])[CH:51]=1. (5) Given the reactants [N+:1]([C:4]1[CH:52]=[CH:51][C:7]([C:8]([O:10][C@H:11]2[C:15]3[N:16]=[CH:17][N:18]=[C:19]([N:20]4[C:40]5[C:35](=[C:36]([CH2:41][NH:42][C:43]([O:45][C:46]([CH3:49])([CH3:48])[CH3:47])=[O:44])[CH:37]=[CH:38][CH:39]=5)[C:22]5([CH2:27][CH2:26][N:25](CC6C=CC=CC=6)[CH2:24][CH2:23]5)[CH2:21]4)[C:14]=3[C@H:13]([CH3:50])[CH2:12]2)=[O:9])=[CH:6][CH:5]=1)([O-:3])=[O:2].C(Cl)(=O)OC(Cl)C, predict the reaction product. The product is: [N+:1]([C:4]1[CH:5]=[CH:6][C:7]([C:8]([O:10][C@H:11]2[C:15]3[N:16]=[CH:17][N:18]=[C:19]([N:20]4[C:40]5[C:35](=[C:36]([CH2:41][NH:42][C:43]([O:45][C:46]([CH3:47])([CH3:48])[CH3:49])=[O:44])[CH:37]=[CH:38][CH:39]=5)[C:22]5([CH2:23][CH2:24][NH:25][CH2:26][CH2:27]5)[CH2:21]4)[C:14]=3[C@H:13]([CH3:50])[CH2:12]2)=[O:9])=[CH:51][CH:52]=1)([O-:3])=[O:2]. (6) Given the reactants [F:1][C:2]1[C:3]([O:10][CH3:11])=[C:4]([CH:7]=[CH:8][CH:9]=1)[CH:5]=[O:6].[BH4-].[Na+], predict the reaction product. The product is: [F:1][C:2]1[C:3]([O:10][CH3:11])=[C:4]([CH2:5][OH:6])[CH:7]=[CH:8][CH:9]=1. (7) Given the reactants Br[C:2]1[CH:7]=[CH:6][C:5]([O:8][C:9]([F:12])([F:11])[F:10])=[CH:4][CH:3]=1.C([Li])CCC.CCCCCC.CON(C)[C:27]([CH:29]1[CH2:34][CH2:33][O:32][CH2:31][CH2:30]1)=[O:28].[Cl-].[NH4+], predict the reaction product. The product is: [O:32]1[CH2:33][CH2:34][CH:29]([C:27]([C:2]2[CH:7]=[CH:6][C:5]([O:8][C:9]([F:12])([F:11])[F:10])=[CH:4][CH:3]=2)=[O:28])[CH2:30][CH2:31]1. (8) Given the reactants [CH3:1][O:2][C:3](=[O:21])[CH2:4][CH2:5][CH2:6][CH2:7][C:8]1[N:9]=[C:10]([C:13]2[CH:18]=[CH:17][CH:16]=[CH:15][C:14]=2[O:19]C)[S:11][CH:12]=1.B(Br)(Br)Br, predict the reaction product. The product is: [CH3:1][O:2][C:3](=[O:21])[CH2:4][CH2:5][CH2:6][CH2:7][C:8]1[N:9]=[C:10]([C:13]2[CH:18]=[CH:17][CH:16]=[CH:15][C:14]=2[OH:19])[S:11][CH:12]=1.